From a dataset of Forward reaction prediction with 1.9M reactions from USPTO patents (1976-2016). Predict the product of the given reaction. (1) Given the reactants [Si:1]([O:8][C@@H:9]1[C@@H:14]([N:15]2[C:24](=[O:25])[C:23]3[C:18](=[C:19]4[CH:40]=[CH:39][CH:38]=[CH:37][C:20]4=[C:21]([CH2:26][C:27]4[CH:28]=[CH:29][C:30]([C:33](OC)=[O:34])=[N:31][CH:32]=4)[CH:22]=3)[N:17]=[CH:16]2)[CH2:13][CH2:12][O:11][CH2:10]1)([C:4]([CH3:7])([CH3:6])[CH3:5])([CH3:3])[CH3:2].[BH4-].[Na+].[Cl-].[NH4+].ClC1C(=O)C(C#N)=C(C#N)C(=O)C=1Cl, predict the reaction product. The product is: [Si:1]([O:8][C@@H:9]1[C@@H:14]([N:15]2[C:24](=[O:25])[C:23]3[C:18](=[C:19]4[CH:40]=[CH:39][CH:38]=[CH:37][C:20]4=[C:21]([CH2:26][C:27]4[CH:32]=[N:31][C:30]([CH2:33][OH:34])=[CH:29][CH:28]=4)[CH:22]=3)[N:17]=[CH:16]2)[CH2:13][CH2:12][O:11][CH2:10]1)([C:4]([CH3:5])([CH3:6])[CH3:7])([CH3:2])[CH3:3]. (2) Given the reactants Cl.[CH3:2][O:3][C:4]1[CH:19]=[CH:18][C:7]([C:8]([NH:10][C:11]2[C:12]([NH2:17])=[CH:13][CH:14]=[CH:15][CH:16]=2)=[O:9])=[CH:6][CH:5]=1.[OH-].[Na+].[CH3:22][O:23][C:24]1[CH:32]=[C:31]([O:33][CH3:34])[CH:30]=[CH:29][C:25]=1[C:26](Cl)=[O:27], predict the reaction product. The product is: [CH3:22][O:23][C:24]1[CH:32]=[C:31]([O:33][CH3:34])[CH:30]=[CH:29][C:25]=1[C:26]([NH:17][C:12]1[C:11]([NH:10][C:8](=[O:9])[C:7]2[CH:6]=[CH:5][C:4]([O:3][CH3:2])=[CH:19][CH:18]=2)=[CH:16][CH:15]=[CH:14][CH:13]=1)=[O:27]. (3) Given the reactants [C:13]([O:12][Al]([O:12][C:13]([CH3:16])([CH3:15])C)[O:12][C:13](C)([CH3:16])[CH3:15])(C)([CH3:16])[CH3:15].[Cl-].[Al+3].[Cl-].[Cl-].[O:21]([C:28]1[CH:33]=[CH:32][C:31]([OH:34])=[CH:30][CH:29]=1)[C:22]1[CH:27]=[CH:26][CH:25]=[CH:24][CH:23]=1.C1OC1C, predict the reaction product. The product is: [O:21]([C:28]1[CH:29]=[CH:30][C:31]([O:34][CH2:16][C@@H:13]([OH:12])[CH3:15])=[CH:32][CH:33]=1)[C:22]1[CH:23]=[CH:24][CH:25]=[CH:26][CH:27]=1. (4) Given the reactants [Cl:1][C:2]1[CH:3]=[CH:4][C:5]([O:11][CH2:12][C:13]2[CH:18]=[CH:17][C:16]([F:19])=[CH:15][CH:14]=2)=[C:6](B(O)O)[CH:7]=1.Br[C:21]1[S:22][CH:23]=[C:24]([CH2:26][C:27]([O:29][CH2:30][CH3:31])=[O:28])[N:25]=1.C(=O)([O-])[O-].[K+].[K+], predict the reaction product. The product is: [Cl:1][C:2]1[CH:3]=[CH:4][C:5]([O:11][CH2:12][C:13]2[CH:18]=[CH:17][C:16]([F:19])=[CH:15][CH:14]=2)=[C:6]([C:21]2[S:22][CH:23]=[C:24]([CH2:26][C:27]([O:29][CH2:30][CH3:31])=[O:28])[N:25]=2)[CH:7]=1. (5) Given the reactants [F:1][C:2]1[CH:7]=[CH:6][C:5]([C:8]([F:11])([F:10])[F:9])=[CH:4][C:3]=1[NH:12][C:13]([NH:15][C:16]1[CH:21]=[CH:20][C:19]([C:22]#[C:23][C:24]([NH2:26])=[O:25])=[CH:18][CH:17]=1)=[O:14].I[C:28]1[CH:29]=[C:30]([O:34][CH3:35])[CH:31]=[CH:32][CH:33]=1.C(NCC)C.C(O)=O, predict the reaction product. The product is: [F:1][C:2]1[CH:7]=[CH:6][C:5]([C:8]([F:11])([F:9])[F:10])=[CH:4][C:3]=1[NH:12][C:13]([NH:15][C:16]1[CH:21]=[CH:20][C:19](/[C:22](/[C:28]2[CH:33]=[CH:32][CH:31]=[C:30]([O:34][CH3:35])[CH:29]=2)=[CH:23]\[C:24]([NH2:26])=[O:25])=[CH:18][CH:17]=1)=[O:14]. (6) The product is: [N:1]1([C:6]2[CH:7]=[CH:8][C:9]([O:12][S:21]([C:24]([F:27])([F:26])[F:25])(=[O:22])=[O:20])=[CH:10][CH:11]=2)[CH:5]=[N:4][CH:3]=[N:2]1. Given the reactants [N:1]1([C:6]2[CH:11]=[CH:10][C:9]([OH:12])=[CH:8][CH:7]=2)[CH:5]=[N:4][CH:3]=[N:2]1.C(N(CC)CC)C.[O:20](S(C(F)(F)F)(=O)=O)[S:21]([C:24]([F:27])([F:26])[F:25])(=O)=[O:22], predict the reaction product.